From a dataset of Reaction yield outcomes from USPTO patents with 853,638 reactions. Predict the reaction yield, written as a fraction of the theoretical maximum amount of product (1.0 means a 100% yield; for example, 0.34 means a 34% yield). The reactants are [NH:1]1[CH:5]=[C:4]([C:6]2[C:7]3[CH:14]=[CH:13][N:12]([CH2:15][O:16][CH2:17][CH2:18][Si:19]([CH3:22])([CH3:21])[CH3:20])[C:8]=3[N:9]=[CH:10][N:11]=2)[CH:3]=[N:2]1.C(#N)C.[CH2:26]([O:28][CH:29]([O:39][CH2:40][CH3:41])[C:30]1[S:34][CH:33]=[C:32](/[CH:35]=[CH:36]/[C:37]#[N:38])[CH:31]=1)[CH3:27].C1CCN2C(=NCCC2)CC1. The catalyst is O. The product is [CH2:26]([O:28][CH:29]([O:39][CH2:40][CH3:41])[C:30]1[S:34][CH:33]=[C:32]([CH:35]([N:1]2[CH:5]=[C:4]([C:6]3[C:7]4[CH:14]=[CH:13][N:12]([CH2:15][O:16][CH2:17][CH2:18][Si:19]([CH3:22])([CH3:21])[CH3:20])[C:8]=4[N:9]=[CH:10][N:11]=3)[CH:3]=[N:2]2)[CH2:36][C:37]#[N:38])[CH:31]=1)[CH3:27]. The yield is 0.430.